From a dataset of NCI-60 drug combinations with 297,098 pairs across 59 cell lines. Regression. Given two drug SMILES strings and cell line genomic features, predict the synergy score measuring deviation from expected non-interaction effect. (1) Drug 1: C1CC(=O)NC(=O)C1N2CC3=C(C2=O)C=CC=C3N. Drug 2: COC1=C(C=C2C(=C1)N=CN=C2NC3=CC(=C(C=C3)F)Cl)OCCCN4CCOCC4. Cell line: HOP-92. Synergy scores: CSS=21.7, Synergy_ZIP=-7.31, Synergy_Bliss=-2.23, Synergy_Loewe=-5.59, Synergy_HSA=0.804. (2) Drug 1: CC1C(C(CC(O1)OC2CC(CC3=C2C(=C4C(=C3O)C(=O)C5=C(C4=O)C(=CC=C5)OC)O)(C(=O)CO)O)N)O.Cl. Drug 2: CC1C(C(CC(O1)OC2CC(CC3=C2C(=C4C(=C3O)C(=O)C5=C(C4=O)C(=CC=C5)OC)O)(C(=O)CO)O)N)O.Cl. Cell line: HT29. Synergy scores: CSS=47.0, Synergy_ZIP=-2.39, Synergy_Bliss=0.403, Synergy_Loewe=1.87, Synergy_HSA=3.41. (3) Drug 1: C1CCC(C1)C(CC#N)N2C=C(C=N2)C3=C4C=CNC4=NC=N3. Drug 2: COC1=C(C=C2C(=C1)N=CN=C2NC3=CC(=C(C=C3)F)Cl)OCCCN4CCOCC4. Cell line: SK-MEL-2. Synergy scores: CSS=20.7, Synergy_ZIP=0.729, Synergy_Bliss=7.17, Synergy_Loewe=-7.31, Synergy_HSA=1.79. (4) Drug 1: CC1C(C(=O)NC(C(=O)N2CCCC2C(=O)N(CC(=O)N(C(C(=O)O1)C(C)C)C)C)C(C)C)NC(=O)C3=C4C(=C(C=C3)C)OC5=C(C(=O)C(=C(C5=N4)C(=O)NC6C(OC(=O)C(N(C(=O)CN(C(=O)C7CCCN7C(=O)C(NC6=O)C(C)C)C)C)C(C)C)C)N)C. Drug 2: CCC1(CC2CC(C3=C(CCN(C2)C1)C4=CC=CC=C4N3)(C5=C(C=C6C(=C5)C78CCN9C7C(C=CC9)(C(C(C8N6C=O)(C(=O)OC)O)OC(=O)C)CC)OC)C(=O)OC)O.OS(=O)(=O)O. Cell line: RPMI-8226. Synergy scores: CSS=64.6, Synergy_ZIP=-1.94, Synergy_Bliss=-4.08, Synergy_Loewe=-6.90, Synergy_HSA=-2.90. (5) Drug 1: CC1OCC2C(O1)C(C(C(O2)OC3C4COC(=O)C4C(C5=CC6=C(C=C35)OCO6)C7=CC(=C(C(=C7)OC)O)OC)O)O. Drug 2: C1CCC(CC1)NC(=O)N(CCCl)N=O. Cell line: SW-620. Synergy scores: CSS=48.3, Synergy_ZIP=-1.97, Synergy_Bliss=-1.37, Synergy_Loewe=-4.17, Synergy_HSA=1.57. (6) Drug 1: CC(C)(C#N)C1=CC(=CC(=C1)CN2C=NC=N2)C(C)(C)C#N. Drug 2: C1=NNC2=C1C(=O)NC=N2. Cell line: SNB-19. Synergy scores: CSS=-1.38, Synergy_ZIP=0.162, Synergy_Bliss=-1.58, Synergy_Loewe=-4.00, Synergy_HSA=-3.88. (7) Synergy scores: CSS=33.3, Synergy_ZIP=2.71, Synergy_Bliss=3.14, Synergy_Loewe=-13.5, Synergy_HSA=5.19. Drug 2: C1=NC2=C(N1)C(=S)N=CN2. Cell line: HCT116. Drug 1: CC1=C(C=C(C=C1)NC(=O)C2=CC=C(C=C2)CN3CCN(CC3)C)NC4=NC=CC(=N4)C5=CN=CC=C5. (8) Drug 1: CNC(=O)C1=CC=CC=C1SC2=CC3=C(C=C2)C(=NN3)C=CC4=CC=CC=N4. Drug 2: CC12CCC3C(C1CCC2=O)CC(=C)C4=CC(=O)C=CC34C. Cell line: OVCAR-8. Synergy scores: CSS=35.3, Synergy_ZIP=1.57, Synergy_Bliss=0.686, Synergy_Loewe=-2.85, Synergy_HSA=-0.182.